This data is from Catalyst prediction with 721,799 reactions and 888 catalyst types from USPTO. The task is: Predict which catalyst facilitates the given reaction. (1) Reactant: C[CH:2]1[C:7]2[CH:8]=[C:9]3C(C)(C)C(C)C(C)(C)[C:10]3=[CH:11][C:6]=2[CH2:5][O:4][CH2:3]1. Product: [O:4]1[C:3]2[CH:2]=[CH:7][CH:8]=[CH:9][C:10]=2[CH:11]=[CH:6][CH2:5]1. The catalyst class is: 81. (2) Product: [C:11]([C:7]1[CH:6]=[C:5]2[C:10](=[CH:9][CH:8]=1)[C:2](=[O:1])[N:3]([CH2:15][C:16]([O:18][C:19]([CH3:22])([CH3:21])[CH3:20])=[O:17])[C:4]2=[O:13])#[N:12]. The catalyst class is: 3. Reactant: [O:1]=[C:2]1[C:10]2[C:5](=[CH:6][C:7]([C:11]#[N:12])=[CH:8][CH:9]=2)[C:4](=[O:13])[NH:3]1.Br[CH2:15][C:16]([O:18][C:19]([CH3:22])([CH3:21])[CH3:20])=[O:17].C([O-])([O-])=O.[K+].[K+]. (3) Reactant: [CH3:1][O:2][CH2:3][CH2:4][N:5]([S:20]([C:23]1[S:24][CH:25]=[CH:26][CH:27]=1)(=[O:22])=[O:21])[C:6]1[CH:7]=[CH:8][CH:9]=[C:10]2[C:14]=1[NH:13][C:12]([C:15]([O:17]CC)=[O:16])=[CH:11]2.[OH-].[Na+].O1CCCC1. Product: [CH3:1][O:2][CH2:3][CH2:4][N:5]([S:20]([C:23]1[S:24][CH:25]=[CH:26][CH:27]=1)(=[O:21])=[O:22])[C:6]1[CH:7]=[CH:8][CH:9]=[C:10]2[C:14]=1[NH:13][C:12]([C:15]([OH:17])=[O:16])=[CH:11]2. The catalyst class is: 5.